Dataset: Catalyst prediction with 721,799 reactions and 888 catalyst types from USPTO. Task: Predict which catalyst facilitates the given reaction. (1) Reactant: [CH2:1]([C:8]1[C:9](=[O:14])[CH2:10][CH2:11][C:12]=1[OH:13])[C:2]1[CH:7]=[CH:6][CH:5]=[CH:4][CH:3]=1.[C:15]1([CH3:21])[CH:20]=CC=C[CH:16]=1. Product: [CH2:1]([C:8]1[C:12](=[O:13])[CH2:11][CH2:10][C:9]=1[O:14][CH2:16][CH:15]([CH3:21])[CH3:20])[C:2]1[CH:7]=[CH:6][CH:5]=[CH:4][CH:3]=1. The catalyst class is: 619. (2) Reactant: [Cl:1][C:2]1[CH:13]=[CH:12][C:5]([CH2:6][N:7]2[CH:11]=[CH:10][CH:9]=[N:8]2)=[CH:4][C:3]=1[F:14].NC(N)=[O:17].[H][H].FC(F)(F)C(OC(=O)C(F)(F)F)=O. Product: [Cl:1][C:2]1[CH:13]=[CH:12][C:5]([CH2:6][N:7]2[CH:11]=[CH:10][CH:9]=[N+:8]2[O-:17])=[CH:4][C:3]=1[F:14]. The catalyst class is: 2. (3) Reactant: C(NC(C)C)(C)C.[H-].[Na+].[CH2:10]1[CH2:14][O:13][CH2:12][CH2:11]1.[C:15]1([CH:21]([CH2:25]C)[C:22]([OH:24])=[O:23])C=C[CH:18]=[CH:17][CH:16]=1.[H][H].[Li]CCCC.CO[C:36]1[CH:43]=[CH:42][C:39]([CH2:40]Cl)=[CH:38][CH:37]=1. Product: [CH3:12][O:13][C:14]1[CH:10]=[CH:11][C:16]([CH2:15][CH:21]([CH2:25][CH2:40][C:39]2[CH:38]=[CH:37][CH:36]=[CH:43][CH:42]=2)[C:22]([OH:24])=[O:23])=[CH:17][CH:18]=1. The catalyst class is: 6.